This data is from Reaction yield outcomes from USPTO patents with 853,638 reactions. The task is: Predict the reaction yield, written as a fraction of the theoretical maximum amount of product (1.0 means a 100% yield; for example, 0.34 means a 34% yield). (1) The reactants are [CH3:1][N:2]([CH3:28])[CH2:3][CH2:4][CH:5]([NH:15][C:16]([NH:18][C:19]1[CH:20]=[C:21]2[C:25](=[CH:26][CH:27]=1)[CH2:24][CH2:23][CH2:22]2)=[O:17])[C:6]1[CH:14]=[CH:13][C:9]([C:10](O)=[O:11])=[CH:8][CH:7]=1.Cl.Cl.[NH2:31][C:32]1[C:36]([NH2:37])=[CH:35][S:34][CH:33]=1.C(N(CC)C(C)C)(C)C.CN(C(ON1N=NC2C=CC=NC1=2)=[N+](C)C)C.F[P-](F)(F)(F)(F)F. The catalyst is CN(C=O)C.O. The product is [NH2:37][C:36]1[C:32]([NH:31][C:10](=[O:11])[C:9]2[CH:8]=[CH:7][C:6]([CH:5]([NH:15][C:16]([NH:18][C:19]3[CH:20]=[C:21]4[C:25](=[CH:26][CH:27]=3)[CH2:24][CH2:23][CH2:22]4)=[O:17])[CH2:4][CH2:3][N:2]([CH3:28])[CH3:1])=[CH:14][CH:13]=2)=[CH:33][S:34][CH:35]=1. The yield is 0.580. (2) The reactants are [F:1][C:2]1[CH:7]=[CH:6][C:5]([C:8]2[C:17]3[C:12](=[CH:13][CH:14]=[C:15]([N:18]4[CH2:23][CH2:22][CH2:21][CH2:20][CH2:19]4)[CH:16]=3)[N:11]=[C:10]([CH3:24])[C:9]=2[CH:25]([OH:27])[CH3:26])=[CH:4][CH:3]=1.C1(P(C2C=CC=CC=2)C2C=CC=CC=2)C=CC=CC=1.[Cl:47][C:48]1[CH:53]=[CH:52][C:51](O)=[CH:50][CH:49]=1.N(C(OC(C)C)=O)=NC(OC(C)C)=O. The catalyst is C1COCC1. The product is [Cl:47][C:48]1[CH:53]=[CH:52][C:51]([O:27][CH:25]([C:9]2[C:10]([CH3:24])=[N:11][C:12]3[C:17]([C:8]=2[C:5]2[CH:4]=[CH:3][C:2]([F:1])=[CH:7][CH:6]=2)=[CH:16][C:15]([N:18]2[CH2:19][CH2:20][CH2:21][CH2:22][CH2:23]2)=[CH:14][CH:13]=3)[CH3:26])=[CH:50][CH:49]=1. The yield is 0.700. (3) The reactants are [F:1][C:2]([F:16])([C:8]1(O)[CH2:13][CH2:12][CH:11]([F:14])[CH2:10][CH2:9]1)[C:3]([O:5][CH2:6][CH3:7])=[O:4].S(Cl)(Cl)=O.C(=O)(O)[O-].[Na+]. The catalyst is N1C=CC=CC=1.O. The product is [F:1][C:2]([F:16])([C:8]1[CH2:13][CH2:12][CH:11]([F:14])[CH2:10][CH:9]=1)[C:3]([O:5][CH2:6][CH3:7])=[O:4]. The yield is 0.430.